This data is from CYP3A4 inhibition data for predicting drug metabolism from PubChem BioAssay. The task is: Regression/Classification. Given a drug SMILES string, predict its absorption, distribution, metabolism, or excretion properties. Task type varies by dataset: regression for continuous measurements (e.g., permeability, clearance, half-life) or binary classification for categorical outcomes (e.g., BBB penetration, CYP inhibition). Dataset: cyp3a4_veith. (1) The compound is CCOC(=O)N/N=C1/C[C@@H](O)[C@@H](O)[C@@H]2[C@@H]3C(=O)N(Cc4ccc5c(c4)OCO5)C(=O)[C@H]3CC[C@@H]12. The result is 1 (inhibitor). (2) The molecule is COC(=O)N1CCC2(CCN(Cc3ccccc3OC)CC2)CC1. The result is 0 (non-inhibitor). (3) The drug is CC1=C(C(=O)N2CCCCCC2)C2(CCC(C)CC2)OC1=O. The result is 1 (inhibitor). (4) The molecule is COc1ccc(OC)c(N(CC(=O)N2CCc3ccccc3C2)S(C)(=O)=O)c1. The result is 0 (non-inhibitor).